This data is from Full USPTO retrosynthesis dataset with 1.9M reactions from patents (1976-2016). The task is: Predict the reactants needed to synthesize the given product. (1) Given the product [F:13][CH:14]([F:17])[CH2:15][NH:16][CH2:11][C:3]1[N:2]=[CH:1][C:10]2[C:5]([CH:4]=1)=[CH:6][CH:7]=[CH:8][CH:9]=2, predict the reactants needed to synthesize it. The reactants are: [CH:1]1[C:10]2[C:5](=[CH:6][CH:7]=[CH:8][CH:9]=2)[CH:4]=[C:3]([CH:11]=O)[N:2]=1.[F:13][CH:14]([F:17])[CH2:15][NH2:16].[Na]. (2) Given the product [NH2:1][C:2]1[CH:3]=[C:4]([CH:7]=[CH:8][CH:9]=1)[CH2:5][NH:6][C:24](=[O:25])[O:23][C:20]([CH3:22])([CH3:21])[CH3:19], predict the reactants needed to synthesize it. The reactants are: [NH2:1][C:2]1[CH:3]=[C:4]([CH:7]=[CH:8][CH:9]=1)[CH2:5][NH2:6].C(N(C(C)C)CC)(C)C.[CH3:19][C:20]([O:23][C:24](O[C:24]([O:23][C:20]([CH3:22])([CH3:21])[CH3:19])=[O:25])=[O:25])([CH3:22])[CH3:21]. (3) Given the product [CH3:21][C:22]1[CH:27]=[CH:26][CH:25]=[CH:24][C:23]=1[C:28]1[O:29][C:30]([CH3:35])=[C:31]([CH2:33][O:1][CH:2]2[CH2:7][CH2:6][CH2:5][CH:4]([O:8][CH2:9][C:10]3[CH:19]=[CH:18][CH:17]=[C:16]([CH3:20])[C:11]=3[C:12]([OH:14])=[O:13])[CH2:3]2)[N:32]=1, predict the reactants needed to synthesize it. The reactants are: [OH:1][CH:2]1[CH2:7][CH2:6][CH2:5][CH:4]([O:8][CH2:9][C:10]2[CH:19]=[CH:18][CH:17]=[C:16]([CH3:20])[C:11]=2[C:12]([O:14]C)=[O:13])[CH2:3]1.[CH3:21][C:22]1[CH:27]=[CH:26][CH:25]=[CH:24][C:23]=1[C:28]1[O:29][C:30]([CH3:35])=[C:31]([CH2:33]I)[N:32]=1. (4) Given the product [NH2:5][C:6]1[N:11]=[C:10]([CH:12]2[CH2:17][CH2:16][CH2:15][N:14]([C:18]([O:20][C:21]([CH3:24])([CH3:22])[CH3:23])=[O:19])[CH2:13]2)[CH:9]=[C:8]([C:25]2[C:26]([OH:32])=[CH:27][CH:28]=[CH:29][C:30]=2[O:31][CH2:3][CH:2]=[CH2:1])[N:7]=1, predict the reactants needed to synthesize it. The reactants are: [CH2:1](Br)[CH:2]=[CH2:3].[NH2:5][C:6]1[N:11]=[C:10]([CH:12]2[CH2:17][CH2:16][CH2:15][N:14]([C:18]([O:20][C:21]([CH3:24])([CH3:23])[CH3:22])=[O:19])[CH2:13]2)[CH:9]=[C:8]([C:25]2[C:30]([OH:31])=[CH:29][CH:28]=[CH:27][C:26]=2[OH:32])[N:7]=1.C(=O)([O-])[O-].[K+].[K+]. (5) Given the product [CH3:11][O:12][C:13]1[CH:14]=[C:15]2[C:20](=[CH:21][C:22]=1[O:23][CH3:24])[N:19]=[CH:18][N:17]=[C:16]2[NH:25][C:26]1[S:27][C:28]2[CH:34]=[C:33]([NH:35][C:9]([NH:8][C:4]3[CH:5]=[CH:6][CH:7]=[C:2]([F:1])[CH:3]=3)=[O:10])[CH:32]=[CH:31][C:29]=2[N:30]=1, predict the reactants needed to synthesize it. The reactants are: [F:1][C:2]1[CH:3]=[C:4]([N:8]=[C:9]=[O:10])[CH:5]=[CH:6][CH:7]=1.[CH3:11][O:12][C:13]1[CH:14]=[C:15]2[C:20](=[CH:21][C:22]=1[O:23][CH3:24])[N:19]=[CH:18][N:17]=[C:16]2[NH:25][C:26]1[S:27][C:28]2[CH:34]=[C:33]([NH2:35])[CH:32]=[CH:31][C:29]=2[N:30]=1.